Dataset: Full USPTO retrosynthesis dataset with 1.9M reactions from patents (1976-2016). Task: Predict the reactants needed to synthesize the given product. Given the product [N:1]1([S:11]([C:14]2[CH:15]=[CH:16][C:17]([C:18]([NH:23][C:24]3[CH:29]=[CH:28][CH:27]=[C:26]([CH:30]([OH:32])[CH3:31])[CH:25]=3)=[O:20])=[CH:21][CH:22]=2)(=[O:12])=[O:13])[C:10]2[C:5](=[CH:6][CH:7]=[CH:8][CH:9]=2)[CH2:4][CH2:3][CH2:2]1, predict the reactants needed to synthesize it. The reactants are: [N:1]1([S:11]([C:14]2[CH:22]=[CH:21][C:17]([C:18]([OH:20])=O)=[CH:16][CH:15]=2)(=[O:13])=[O:12])[C:10]2[C:5](=[CH:6][CH:7]=[CH:8][CH:9]=2)[CH2:4][CH2:3][CH2:2]1.[NH2:23][C:24]1[CH:25]=[C:26]([CH:30]([OH:32])[CH3:31])[CH:27]=[CH:28][CH:29]=1.